This data is from Full USPTO retrosynthesis dataset with 1.9M reactions from patents (1976-2016). The task is: Predict the reactants needed to synthesize the given product. (1) Given the product [F:4][C:5]1[CH:10]=[CH:9][C:8]([C:11]2[CH:12]([C:29]3[CH:30]=[CH:31][C:32]([I:35])=[CH:33][CH:34]=3)[O:13][C:14]3[C:19]([C:20]=2[CH3:36])=[CH:18][C:17]([OH:22])=[CH:16][CH:15]=3)=[CH:7][CH:6]=1, predict the reactants needed to synthesize it. The reactants are: C[Mg]Cl.[F:4][C:5]1[CH:10]=[CH:9][C:8]([CH:11]2[C:20](=O)[C:19]3[C:14](=[CH:15][CH:16]=[C:17]([O:22]C4CCCCO4)[CH:18]=3)[O:13][CH:12]2[C:29]2[CH:34]=[CH:33][C:32]([I:35])=[CH:31][CH:30]=2)=[CH:7][CH:6]=1.[CH2:36]1COCC1. (2) Given the product [CH:1]1([N:7]([CH2:22][CH2:23][NH:24][CH2:25][CH2:26][C:27]2[C:32]3[O:33][CH2:34][C:35](=[O:37])[NH:36][C:31]=3[C:30]([OH:38])=[CH:29][CH:28]=2)[C:8](=[O:21])[CH2:9][CH2:10][NH:11][CH2:12][CH2:47][C:42]2[CH:43]=[CH:44][C:45]([Cl:46])=[C:40]([Cl:39])[CH:41]=2)[CH2:6][CH2:4][CH2:3][CH2:2]1, predict the reactants needed to synthesize it. The reactants are: [CH:1]1([N:7]([CH2:22][CH2:23][NH:24][CH2:25][CH2:26][C:27]2[C:32]3[O:33][CH2:34][C:35](=[O:37])[NH:36][C:31]=3[C:30]([OH:38])=[CH:29][CH:28]=2)[C:8](=[O:21])[CH2:9][CH2:10][NH:11][CH2:12]C2C=CC(Cl)=C(Cl)C=2)[CH2:6]C[CH2:4][CH2:3][CH2:2]1.[Cl:39][C:40]1[CH:41]=[C:42]([CH2:47]CN)[CH:43]=[CH:44][C:45]=1[Cl:46].ClC1C=C(CN)C=CC=1Cl. (3) Given the product [CH3:28][C:4]1[C:3]([OH:2])=[C:12]([CH3:13])[CH:11]=[C:10]2[C:5]=1[CH2:6][CH2:7][C:8]1([CH2:27][CH2:26][CH2:25]1)[N:9]2[CH2:14][C:15]1[CH:24]=[CH:23][C:22]2[C:17](=[CH:18][CH:19]=[CH:20][CH:21]=2)[N:16]=1, predict the reactants needed to synthesize it. The reactants are: C[O:2][C:3]1[C:4]([CH3:28])=[C:5]2[C:10](=[CH:11][C:12]=1[CH3:13])[N:9]([CH2:14][C:15]1[CH:24]=[CH:23][C:22]3[C:17](=[CH:18][CH:19]=[CH:20][CH:21]=3)[N:16]=1)[C:8]1([CH2:27][CH2:26][CH2:25]1)[CH2:7][CH2:6]2.B(Br)(Br)Br. (4) Given the product [OH:28][CH2:27][CH:26]([NH:25][C:7](=[O:9])[C:6]1[CH:10]=[CH:11][C:3]([O:2][CH3:1])=[C:4](/[CH:12]=[CH:13]/[C:14]2[CH:19]=[CH:18][C:17]([O:20][C:21]([F:23])([F:22])[F:24])=[CH:16][CH:15]=2)[CH:5]=1)[CH3:29], predict the reactants needed to synthesize it. The reactants are: [CH3:1][O:2][C:3]1[CH:11]=[CH:10][C:6]([C:7]([OH:9])=O)=[CH:5][C:4]=1/[CH:12]=[CH:13]/[C:14]1[CH:19]=[CH:18][C:17]([O:20][C:21]([F:24])([F:23])[F:22])=[CH:16][CH:15]=1.[NH2:25][CH:26]([CH3:29])[CH2:27][OH:28]. (5) Given the product [Cl:27][C:23]1[CH:22]=[C:21]([C:18]2[N:16]3[N:17]=[C:12]([NH:1][C@H:2]4[CH2:6][CH2:5][C@H:4]([C:7]([OH:10])([CH3:9])[CH3:8])[CH2:3]4)[CH:13]=[CH:14][C:15]3=[N:20][CH:19]=2)[CH:26]=[CH:25][CH:24]=1, predict the reactants needed to synthesize it. The reactants are: [NH2:1][C@H:2]1[CH2:6][CH2:5][C@H:4]([C:7]([OH:10])([CH3:9])[CH3:8])[CH2:3]1.Cl[C:12]1[CH:13]=[CH:14][C:15]2[N:16]([C:18]([C:21]3[CH:26]=[CH:25][CH:24]=[C:23]([Cl:27])[CH:22]=3)=[CH:19][N:20]=2)[N:17]=1.[F-].[K+].O. (6) The reactants are: [OH-].[Na+].[Cl:3][C:4]1[CH:5]=[C:6]([CH:22]=[C:23]([Cl:25])[CH:24]=1)[O:7][C:8]1[C:9]([CH2:20][CH3:21])=[N:10][N:11]([CH2:15][C:16]([O:18]C)=[O:17])[C:12]=1[CH2:13][CH3:14]. Given the product [Cl:3][C:4]1[CH:5]=[C:6]([CH:22]=[C:23]([Cl:25])[CH:24]=1)[O:7][C:8]1[C:9]([CH2:20][CH3:21])=[N:10][N:11]([CH2:15][C:16]([OH:18])=[O:17])[C:12]=1[CH2:13][CH3:14], predict the reactants needed to synthesize it.